Dataset: Forward reaction prediction with 1.9M reactions from USPTO patents (1976-2016). Task: Predict the product of the given reaction. (1) Given the reactants [Br:1][C:2]1[CH:10]=[CH:9][C:5]([N:6]([CH3:8])[CH3:7])=[CH:4][CH:3]=1.FC(F)(F)S(O[C:17]1[CH:22]=[CH:21]C=[CH:19][C:18]=1[Si](C)(C)C)(=O)=O.[F-].[K+].C1OCCOCCOCCOCCOCCOC1, predict the reaction product. The product is: [Br:1][C:2]1[CH:10]=[CH:9][C:5]([N:6]([CH3:8])[C:7]2[CH:21]=[CH:22][CH:17]=[CH:18][CH:19]=2)=[CH:4][CH:3]=1. (2) Given the reactants [Cl:1][C:2]1[C:3]([N+:13]([O-])=O)=[C:4]2[C:9](=[CH:10][CH:11]=1)[N:8]=[CH:7][C:6]([CH3:12])=[CH:5]2.Cl, predict the reaction product. The product is: [Cl:1][C:2]1[C:3]([NH2:13])=[C:4]2[C:9](=[CH:10][CH:11]=1)[N:8]=[CH:7][C:6]([CH3:12])=[CH:5]2. (3) Given the reactants Cl.O[CH2:3][CH2:4][C:5](=[NH:9])OCC.[N:10]1[CH:15]=[CH:14][CH:13]=[CH:12][C:11]=1[C:16]#[N:17].[OH2:18].[NH2:19][NH2:20].N([O-])=O.[Na+].Cl, predict the reaction product. The product is: [N:10]1[CH:15]=[CH:14][CH:13]=[CH:12][C:11]=1[C:16]1[N:17]=[N:9][C:5]([CH2:4][CH2:3][OH:18])=[N:20][N:19]=1. (4) Given the reactants [CH3:1][C:2]1[S:6][C:5]([NH:7][C:8](=[O:32])[C:9]2[CH:14]=[CH:13][CH:12]=[C:11]([O:15][C:16]3[CH:21]=[CH:20][N:19]=[C:18]4[NH:22][N:23]=[C:24]([NH:25][C@@H:26]5[CH2:31][CH2:30][CH2:29][NH:28][CH2:27]5)[C:17]=34)[CH:10]=2)=[N:4][CH:3]=1.C(N(CC)C(C)C)(C)C.[C:42](Cl)(=[O:45])[CH:43]=[CH2:44], predict the reaction product. The product is: [CH3:1][C:2]1[S:6][C:5]([NH:7][C:8](=[O:32])[C:9]2[CH:14]=[CH:13][CH:12]=[C:11]([O:15][C:16]3[CH:21]=[CH:20][N:19]=[C:18]4[NH:22][N:23]=[C:24]([NH:25][C@@H:26]5[CH2:31][CH2:30][CH2:29][N:28]([C:42](=[O:45])[CH:43]=[CH2:44])[CH2:27]5)[C:17]=34)[CH:10]=2)=[N:4][CH:3]=1. (5) Given the reactants [CH3:1][C:2]1[CH:9]=[CH:8][CH:7]=[CH:6][C:3]=1[CH2:4][NH2:5].[C:10](OC(=O)C)(=[O:12])[CH3:11].O, predict the reaction product. The product is: [CH3:1][C:2]1[CH:9]=[CH:8][CH:7]=[CH:6][C:3]=1[CH2:4][NH:5][C:10](=[O:12])[CH3:11]. (6) Given the reactants Cl.CO.[CH3:4][O:5][C:6]1[CH:7]=[C:8]([N:17]2[CH2:21][CH2:20][O:19][C:18]2=[O:22])[CH:9]=[C:10]([CH3:16])[C:11]=1[O:12]COC, predict the reaction product. The product is: [OH:12][C:11]1[C:10]([CH3:16])=[CH:9][C:8]([N:17]2[CH2:21][CH2:20][O:19][C:18]2=[O:22])=[CH:7][C:6]=1[O:5][CH3:4]. (7) Given the reactants [NH2:1][C:2]1[C:7]([N:8]2[CH2:12][CH2:11][CH2:10][C:9]2=[O:13])=[CH:6][C:5](Br)=[CH:4][N:3]=1.CC1(C)C(C)(C)OB([C:23]2[CH:28]=[CH:27][N:26]=[C:25]([NH:29][C:30](=[O:32])[CH3:31])[CH:24]=2)O1.C(=O)([O-])[O-].[Na+].[Na+], predict the reaction product. The product is: [NH2:1][C:2]1[N:3]=[CH:4][C:5]([C:23]2[CH:28]=[CH:27][N:26]=[C:25]([NH:29][C:30](=[O:32])[CH3:31])[CH:24]=2)=[CH:6][C:7]=1[N:8]1[CH2:12][CH2:11][CH2:10][C:9]1=[O:13].